Dataset: Reaction yield outcomes from USPTO patents with 853,638 reactions. Task: Predict the reaction yield, written as a fraction of the theoretical maximum amount of product (1.0 means a 100% yield; for example, 0.34 means a 34% yield). (1) The reactants are [CH3:1][C:2]1[NH:3][C:4]2[C:9]([C:10]=1[C:11]([O:13][C:14]([CH3:17])([CH3:16])[CH3:15])=[O:12])=[CH:8][CH:7]=[CH:6][CH:5]=2.[H-].[Na+].[CH3:20][CH:21]([CH3:26])[CH2:22][C:23](Cl)=[O:24]. The catalyst is CN(C)C=O. The product is [CH3:1][C:2]1[N:3]([C:23](=[O:24])[CH2:22][CH:21]([CH3:26])[CH3:20])[C:4]2[C:9]([C:10]=1[C:11]([O:13][C:14]([CH3:17])([CH3:16])[CH3:15])=[O:12])=[CH:8][CH:7]=[CH:6][CH:5]=2. The yield is 0.489. (2) The reactants are [C:1]([C:5]1[CH:22]=[CH:21][C:8]([CH2:9][N:10]2C(=O)C3=CC=CC=C3C2=O)=[C:7]([O:23][CH:24]2[CH2:29][CH2:28][N:27]([C:30]([O:32][C:33]([CH3:36])([CH3:35])[CH3:34])=[O:31])[CH2:26][CH2:25]2)[CH:6]=1)([CH3:4])([CH3:3])[CH3:2].NN. The catalyst is C(O)C.C(Cl)Cl. The product is [C:1]([C:5]1[CH:22]=[CH:21][C:8]([CH2:9][NH2:10])=[C:7]([O:23][CH:24]2[CH2:25][CH2:26][N:27]([C:30]([O:32][C:33]([CH3:36])([CH3:35])[CH3:34])=[O:31])[CH2:28][CH2:29]2)[CH:6]=1)([CH3:4])([CH3:2])[CH3:3]. The yield is 0.950.